This data is from Full USPTO retrosynthesis dataset with 1.9M reactions from patents (1976-2016). The task is: Predict the reactants needed to synthesize the given product. (1) Given the product [OH:4][C:5]12[C:16]3[C:11](=[C:12]([NH:17][C:18](=[O:20])[CH3:19])[CH:13]=[CH:14][CH:15]=3)[C:10](=[O:21])[C:9]1([OH:22])[C:8]1[CH:26]=[CH:27][C:28]([CH:30]([CH3:32])[CH3:31])=[CH:29][C:7]=1[O:6]2, predict the reactants needed to synthesize it. The reactants are: C([O:4][C:5]12[C:16]3[C:11](=[C:12]([NH:17][C:18](=[O:20])[CH3:19])[CH:13]=[CH:14][CH:15]=3)[C:10](=[O:21])[C:9]1([O:22]C(=O)C)[C:8]1[CH:26]=[CH:27][C:28]([CH:30]([CH3:32])[CH3:31])=[CH:29][C:7]=1[O:6]2)(=O)C.C(=O)([O-])[O-].[K+].[K+]. (2) Given the product [CH2:1]([O:3][C:4]([C:6]1[C:7]([O:25][CH:35]([CH3:36])[C:34]([F:39])([F:38])[F:33])=[N:8][C:9]2[C:14]([C:15]=1[CH2:16][C:17]1[CH:22]=[CH:21][CH:20]=[CH:19][C:18]=1[Cl:23])=[CH:13][C:12]([Cl:24])=[CH:11][CH:10]=2)=[O:5])[CH3:2], predict the reactants needed to synthesize it. The reactants are: [CH2:1]([O:3][C:4]([C:6]1[C:7]([O:25]S(C(F)(F)F)(=O)=O)=[N:8][C:9]2[C:14]([C:15]=1[CH2:16][C:17]1[CH:22]=[CH:21][CH:20]=[CH:19][C:18]=1[Cl:23])=[CH:13][C:12]([Cl:24])=[CH:11][CH:10]=2)=[O:5])[CH3:2].[F:33][C:34]([F:39])([F:38])[CH:35](O)[CH3:36].